The task is: Predict the product of the given reaction.. This data is from Forward reaction prediction with 1.9M reactions from USPTO patents (1976-2016). (1) Given the reactants C(OC([N:8]([C:16]1[CH2:22][C:21]([C:23](=[O:32])[N:24]([CH2:28][C:29]([NH2:31])=[O:30])[CH2:25][CH2:26][CH3:27])=[CH:20][C:19]2[CH:33]=[C:34](Br)[CH:35]=[CH:36][C:18]=2[N:17]=1)C(OC(C)(C)C)=O)=O)(C)(C)C.[CH2:38]([O:40][C:41](=[O:59])[NH:42][C:43]1[CH:48]=[CH:47][C:46](B2OC(C)(C)C(C)(C)O2)=[C:45]([Cl:58])[CH:44]=1)[CH3:39].C(=O)([O-])[O-].[Cs+].[Cs+].C(O)C, predict the reaction product. The product is: [NH2:8][C:16]1[CH2:22][C:21]([C:23](=[O:32])[N:24]([CH2:28][C:29]([NH2:31])=[O:30])[CH2:25][CH2:26][CH3:27])=[CH:20][C:19]2[CH:33]=[C:34]([C:46]3[CH:47]=[CH:48][C:43]([NH:42][C:41](=[O:59])[O:40][CH2:38][CH3:39])=[CH:44][C:45]=3[Cl:58])[CH:35]=[CH:36][C:18]=2[N:17]=1. (2) Given the reactants [CH3:1][C:2]1[CH:3]=[C:4]2[C:9](=[CH:10][CH:11]=1)[N:8]=[C:7]([N:12]1[CH2:18][C:17]3[CH:19]=[CH:20][CH:21]=[CH:22][C:16]=3[S:15](=[O:24])(=[O:23])[CH2:14][CH2:13]1)[NH:6][C:5]2=O.[NH2:26][C@H:27]1[C@H:31]([F:32])[CH2:30][N:29](C(OCC2C=CC=CC=2)=O)[CH2:28]1, predict the reaction product. The product is: [F:32][C@@H:31]1[CH2:30][NH:29][CH2:28][C@H:27]1[NH:26][C:5]1[C:4]2[C:9](=[CH:10][CH:11]=[C:2]([CH3:1])[CH:3]=2)[N:8]=[C:7]([N:12]2[CH2:18][C:17]3[CH:19]=[CH:20][CH:21]=[CH:22][C:16]=3[S:15](=[O:23])(=[O:24])[CH2:14][CH2:13]2)[N:6]=1. (3) Given the reactants [Cl:1][C:2]1[CH:11]=[C:10]2[C:5]([C:6]([NH:12][C:13]3[CH:14]=[C:15]([OH:19])[CH:16]=[CH:17][CH:18]=3)=[CH:7][CH:8]=[N:9]2)=[CH:4][CH:3]=1.[CH2:20]=O.[CH3:22][N:23]1[CH2:28][CH2:27][NH:26][CH2:25][CH2:24]1, predict the reaction product. The product is: [Cl:1][C:2]1[CH:11]=[C:10]2[C:5]([C:6]([NH:12][C:13]3[C:14]([CH2:22][N:23]4[CH2:28][CH2:27][N:26]([CH3:20])[CH2:25][CH2:24]4)=[C:15]([OH:19])[CH:16]=[CH:17][CH:18]=3)=[CH:7][CH:8]=[N:9]2)=[CH:4][CH:3]=1. (4) Given the reactants Cl.[CH3:2][C:3]1[C:11]2[C:6](=[CH:7][CH:8]=[CH:9][CH:10]=2)[NH:5][CH:4]=1.CN(C)C.B, predict the reaction product. The product is: [CH3:2][CH:3]1[C:11]2[C:6](=[CH:7][CH:8]=[CH:9][CH:10]=2)[NH:5][CH2:4]1. (5) Given the reactants [Cl:1][C:2]1[CH:3]=[C:4]([C:8]2[N:13]=[C:12]([C:14]([OH:16])=O)[CH:11]=[CH:10][CH:9]=2)[CH:5]=[CH:6][CH:7]=1.[CH2:17]([O:19][C:20](=[O:30])[CH2:21][O:22][C:23]1[CH:28]=[CH:27][CH:26]=[C:25]([NH2:29])[CH:24]=1)[CH3:18], predict the reaction product. The product is: [CH2:17]([O:19][C:20](=[O:30])[CH2:21][O:22][C:23]1[CH:28]=[CH:27][CH:26]=[C:25]([NH:29][C:14]([C:12]2[CH:11]=[CH:10][CH:9]=[C:8]([C:4]3[CH:5]=[CH:6][CH:7]=[C:2]([Cl:1])[CH:3]=3)[N:13]=2)=[O:16])[CH:24]=1)[CH3:18].